Dataset: Reaction yield outcomes from USPTO patents with 853,638 reactions. Task: Predict the reaction yield, written as a fraction of the theoretical maximum amount of product (1.0 means a 100% yield; for example, 0.34 means a 34% yield). (1) The reactants are [CH3:1][C:2]1([NH:18][C:19](=[O:21])[CH3:20])[CH2:8][CH2:7][CH2:6][N:5]([C:9]2[N:13]([CH3:14])[N:12]=[CH:11][C:10]=2[N+:15]([O-])=O)[CH2:4][CH2:3]1.C(OC([NH:29][C:30]1[S:34][C:33]([C:35]2[C:40]([F:41])=[CH:39][CH:38]=[CH:37][N:36]=2)=[N:32][C:31]=1[C:42](O)=[O:43])=O)(C)(C)C. No catalyst specified. The product is [C:19]([NH:18][C:2]1([CH3:1])[CH2:8][CH2:7][CH2:6][N:5]([C:9]2[N:13]([CH3:14])[N:12]=[CH:11][C:10]=2[NH:15][C:42]([C:31]2[N:32]=[C:33]([C:35]3[C:40]([F:41])=[CH:39][CH:38]=[CH:37][N:36]=3)[S:34][C:30]=2[NH2:29])=[O:43])[CH2:4][CH2:3]1)(=[O:21])[CH3:20]. The yield is 0.290. (2) The reactants are [N+:1]([C:4]1[CH:12]=[C:11]2[C:7]([CH:8]=[C:9]([C:13]3[CH:18]=[CH:17][CH:16]=[CH:15][CH:14]=3)[NH:10]2)=[CH:6][CH:5]=1)([O-])=O.[Cl-].[NH4+]. The catalyst is C(O)C.O.[Fe]. The product is [C:13]1([C:9]2[NH:10][C:11]3[C:7]([CH:8]=2)=[CH:6][CH:5]=[C:4]([NH2:1])[CH:12]=3)[CH:14]=[CH:15][CH:16]=[CH:17][CH:18]=1. The yield is 0.350. (3) The reactants are [O:1]1[CH2:6][CH2:5][CH2:4][CH:3]([N:7]2[C:11]3[CH:12]=[CH:13][CH:14]=[CH:15][C:10]=3[N:9]=[C:8]2[C@@H:16]([NH2:18])[CH3:17])[CH2:2]1.Cl[C:20]1[N:28]=[CH:27][N:26]=[C:25]2[C:21]=1[N:22]=[CH:23][N:24]2C1CCCCO1.CCN(C(C)C)C(C)C. The catalyst is C(O)CCC. The product is [O:1]1[CH2:6][CH2:5][CH2:4][CH:3]([N:7]2[C:11]3[CH:12]=[CH:13][CH:14]=[CH:15][C:10]=3[N:9]=[C:8]2[C@@H:16]([NH:18][C:20]2[N:28]=[CH:27][N:26]=[C:25]3[C:21]=2[N:22]=[CH:23][NH:24]3)[CH3:17])[CH2:2]1. The yield is 0.710.